This data is from Forward reaction prediction with 1.9M reactions from USPTO patents (1976-2016). The task is: Predict the product of the given reaction. (1) Given the reactants [NH2:1][C:2]1[S:3][C:4]([CH3:7])=[CH:5][N:6]=1.Br[CH2:9][C:10]([C:12]1[CH:17]=[CH:16][C:15]([Br:18])=[CH:14][CH:13]=1)=O.C([O-])([O-])=O.[K+].[K+], predict the reaction product. The product is: [Br:18][C:15]1[CH:16]=[CH:17][C:12]([C:10]2[N:1]=[C:2]3[N:6]([CH:9]=2)[CH:5]=[C:4]([CH3:7])[S:3]3)=[CH:13][CH:14]=1. (2) Given the reactants [CH2:1]([S:5][C:6]1[S:7][C:8]2[CH:14]=[C:13]([S:15]([OH:18])(=O)=[O:16])[CH:12]=[CH:11][C:9]=2[N:10]=1)[CH2:2][CH2:3][CH3:4].O=S(Cl)[Cl:21], predict the reaction product. The product is: [CH2:1]([S:5][C:6]1[S:7][C:8]2[CH:14]=[C:13]([S:15]([Cl:21])(=[O:18])=[O:16])[CH:12]=[CH:11][C:9]=2[N:10]=1)[CH2:2][CH2:3][CH3:4]. (3) Given the reactants C(Cl)(=O)C.[NH:5]1[CH2:10][CH:9]=[C:8]([C:11]2[CH:16]=[CH:15][C:14]([NH:17][C:18]([N:20]3[CH2:28][C:27]4[CH:26]=[CH:25][N:24]=[CH:23][C:22]=4[CH2:21]3)=[O:19])=[CH:13][CH:12]=2)[CH2:7][CH2:6]1.NC1C=C2C(=CC=1)CN(C(NC1C=C[C:45]([C:48](=[O:53])NCCC)=[CH:44][CH:43]=1)=O)C2, predict the reaction product. The product is: [C:48]([N:5]1[CH2:6][CH:7]=[C:8]([C:11]2[CH:16]=[CH:15][C:14]([NH:17][C:18]([N:20]3[CH2:28][C:27]4[CH:26]=[CH:25][N:24]=[CH:23][C:22]=4[CH2:21]3)=[O:19])=[CH:13][CH:12]=2)[CH2:9][CH2:10]1)(=[O:53])[CH2:45][CH2:44][CH3:43]. (4) Given the reactants [Br:1][C:2]1[CH:9]=[CH:8][CH:7]=[CH:6][C:3]=1[CH2:4]O.C(N(CC)CC)C.CS(Cl)(=O)=O.[CH:22]1([NH2:25])[CH2:24][CH2:23]1, predict the reaction product. The product is: [Br:1][C:2]1[CH:9]=[CH:8][CH:7]=[CH:6][C:3]=1[CH2:4][NH:25][CH:22]1[CH2:24][CH2:23]1. (5) Given the reactants FC(F)(F)C(O)=O.FC(F)(F)C(O)=O.[NH:15]1[CH2:20][CH2:19][CH2:18][CH:17]([C:21]([N:23]2[CH2:27][CH2:26][CH:25]([C:28]3[CH:29]=[N:30][CH:31]=[CH:32][CH:33]=3)[CH2:24]2)=[O:22])[CH2:16]1.[N+:34]([C:37]1[CH:42]=[CH:41][CH:40]=[CH:39][C:38]=1[S:43](Cl)(=[O:45])=[O:44])([O-:36])=[O:35].C(N(CC)CC)C, predict the reaction product. The product is: [N+:34]([C:37]1[CH:42]=[CH:41][CH:40]=[CH:39][C:38]=1[S:43]([N:15]1[CH2:20][CH2:19][CH2:18][CH:17]([C:21]([N:23]2[CH2:27][CH2:26][CH:25]([C:28]3[CH:29]=[N:30][CH:31]=[CH:32][CH:33]=3)[CH2:24]2)=[O:22])[CH2:16]1)(=[O:45])=[O:44])([O-:36])=[O:35]. (6) Given the reactants CN(C=[O:5])C.[C:6]([CH:13]([NH2:16])[CH2:14]Br)([O:8][C:9]([CH3:12])([CH3:11])[CH3:10])=[O:7].[CH:17]1[CH:18]=[CH:19][C:20]([NH:27][C:28]2[C:29]([Cl:35])=[CH:30][CH:31]=[CH:32][C:33]=2[Cl:34])=[C:21]([CH2:23][C:24]([O-:26])=[O:25])[CH:22]=1.[Na+], predict the reaction product. The product is: [C:6]([C:13]([NH2:16])([OH:5])[CH3:14])([O:8][C:9]([CH3:12])([CH3:11])[CH3:10])=[O:7].[CH:17]1[CH:18]=[CH:19][C:20]([NH:27][C:28]2[C:33]([Cl:34])=[CH:32][CH:31]=[CH:30][C:29]=2[Cl:35])=[C:21]([CH2:23][C:24]([OH:26])=[O:25])[CH:22]=1. (7) Given the reactants [C:1]([O:5][C:6](=[O:22])[NH:7][C:8]([CH3:21])([CH3:20])[CH2:9][C:10]1[C:18]2[C:13](=[C:14]([OH:19])[CH:15]=[CH:16][CH:17]=2)[NH:12][CH:11]=1)([CH3:4])([CH3:3])[CH3:2].Br[CH2:24][C:25]#[N:26].C([O-])([O-])=O.[K+].[K+], predict the reaction product. The product is: [C:1]([O:5][C:6](=[O:22])[NH:7][C:8]([CH3:21])([CH3:20])[CH2:9][C:10]1[C:18]2[C:13](=[C:14]([O:19][CH2:24][C:25]#[N:26])[CH:15]=[CH:16][CH:17]=2)[NH:12][CH:11]=1)([CH3:4])([CH3:2])[CH3:3]. (8) Given the reactants [F:1][C:2]1[CH:10]=[C:9]2[C:5]([C:6]([C:11]3[CH:24]=[CH:23][C:14]4[N:15]=[C:16]([CH2:18][CH2:19][C:20](O)=[O:21])[O:17][C:13]=4[CH:12]=3)=[CH:7][NH:8]2)=[CH:4][CH:3]=1.[NH4+].[Cl-].C[N:28](C(ON1N=NC2C=CC=NC1=2)=[N+](C)C)C.F[P-](F)(F)(F)(F)F, predict the reaction product. The product is: [NH3:8].[OH2:17].[F:1][C:2]1[CH:10]=[C:9]2[C:5]([C:6]([C:11]3[CH:24]=[CH:23][C:14]4[N:15]=[C:16]([CH2:18][CH2:19][C:20]([NH2:28])=[O:21])[O:17][C:13]=4[CH:12]=3)=[CH:7][NH:8]2)=[CH:4][CH:3]=1. (9) Given the reactants [CH3:1][O:2][CH2:3][CH2:4][C:5]1[N:6]([CH2:19][CH2:20][O:21][CH2:22][CH2:23][N:24]([CH3:32])[C:25](=[O:31])[O:26][C:27]([CH3:30])([CH3:29])[CH3:28])[C:7]2[C:16]3[CH:15]=[CH:14][CH:13]=[CH:12][C:11]=3[N+:10]([O-])=[CH:9][C:8]=2[N:18]=1.[NH4+:33].[OH-].C1(C)C=CC(S(Cl)(=O)=O)=CC=1.C(Cl)Cl, predict the reaction product. The product is: [NH2:33][C:9]1[C:8]2[N:18]=[C:5]([CH2:4][CH2:3][O:2][CH3:1])[N:6]([CH2:19][CH2:20][O:21][CH2:22][CH2:23][N:24]([CH3:32])[C:25](=[O:31])[O:26][C:27]([CH3:30])([CH3:29])[CH3:28])[C:7]=2[C:16]2[CH:15]=[CH:14][CH:13]=[CH:12][C:11]=2[N:10]=1. (10) Given the reactants Br[C:2]1[CH:3]=[C:4]2[C:9](=[CH:10][CH:11]=1)[N:8]=[CH:7][C:6]([C:12]([CH:14]1[CH2:16][CH2:15]1)=[O:13])=[C:5]2[NH:17][C@@H:18]1[CH2:23][CH2:22][C@H:21]([NH:24][C:25](=[O:31])[O:26][C:27]([CH3:30])([CH3:29])[CH3:28])[CH2:20][CH2:19]1.[F:32][C:33]1[CH:38]=[C:37](B2OC(C)(C)C(C)(C)O2)[CH:36]=[C:35]([F:48])[C:34]=1[OH:49], predict the reaction product. The product is: [CH:14]1([C:12]([C:6]2[CH:7]=[N:8][C:9]3[C:4]([C:5]=2[NH:17][C@@H:18]2[CH2:19][CH2:20][C@H:21]([NH:24][C:25](=[O:31])[O:26][C:27]([CH3:28])([CH3:29])[CH3:30])[CH2:22][CH2:23]2)=[CH:3][C:2]([C:37]2[CH:38]=[C:33]([F:32])[C:34]([OH:49])=[C:35]([F:48])[CH:36]=2)=[CH:11][CH:10]=3)=[O:13])[CH2:15][CH2:16]1.